From a dataset of Catalyst prediction with 721,799 reactions and 888 catalyst types from USPTO. Predict which catalyst facilitates the given reaction. (1) Reactant: [NH2:1][C:2]1[N:10]=[C:9]([C:11]2[C:19]3[C:14](=[N:15][CH:16]=[CH:17][CH:18]=3)[N:13]([CH2:20][C:21]3[CH:26]=[CH:25][CH:24]=[CH:23][C:22]=3[F:27])[N:12]=2)[N:8]=[C:7]2[C:3]=1[NH:4][C:5](=[S:28])[NH:6]2.[C:29](=O)([O-])[O-].[K+].[K+].IC. Product: [F:27][C:22]1[CH:23]=[CH:24][CH:25]=[CH:26][C:21]=1[CH2:20][N:13]1[C:14]2=[N:15][CH:16]=[CH:17][CH:18]=[C:19]2[C:11]([C:9]2[N:8]=[C:7]3[C:3]([NH:4][C:5]([S:28][CH3:29])=[N:6]3)=[C:2]([NH2:1])[N:10]=2)=[N:12]1. The catalyst class is: 9. (2) Reactant: [NH:1]1[C:9]2[C:4](=[C:5]([N:10]3[CH2:15][CH2:14][N:13]([CH2:16][C@H:17]([NH:25][CH3:26])[CH2:18][C:19]4[CH:24]=[CH:23][CH:22]=[CH:21][N:20]=4)[CH2:12][CH2:11]3)[CH:6]=[CH:7][CH:8]=2)[CH:3]=[CH:2]1.C(=O)([O-])[O-].[K+].[K+].[CH3:33][C:34]1([C:40](Cl)=[O:41])[CH2:39][CH2:38][CH2:37][CH2:36][CH2:35]1. Product: [NH:1]1[C:9]2[C:4](=[C:5]([N:10]3[CH2:15][CH2:14][N:13]([CH2:16][C@H:17]([N:25]([CH3:26])[C:40]([C:34]4([CH3:33])[CH2:39][CH2:38][CH2:37][CH2:36][CH2:35]4)=[O:41])[CH2:18][C:19]4[CH:24]=[CH:23][CH:22]=[CH:21][N:20]=4)[CH2:12][CH2:11]3)[CH:6]=[CH:7][CH:8]=2)[CH:3]=[CH:2]1. The catalyst class is: 46. (3) Reactant: [F:1][C:2]1[CH:8]=[CH:7][C:6]([F:9])=[CH:5][C:3]=1[NH2:4].[F:10][C:11]([F:24])([O:15][C:16]1[CH:17]=[C:18]([CH:21]=[CH:22][CH:23]=1)[CH:19]=O)[CH:12]([F:14])[F:13]. Product: [F:1][C:2]1[CH:8]=[CH:7][C:6]([F:9])=[CH:5][C:3]=1[NH:4][CH2:19][C:18]1[CH:21]=[CH:22][CH:23]=[C:16]([O:15][C:11]([F:10])([F:24])[CH:12]([F:13])[F:14])[CH:17]=1. The catalyst class is: 244. (4) The catalyst class is: 36. Reactant: [C:1]([N:8]1[CH:12]=[CH:11]N=C1)([N:3]1C=CN=C1)=[S:2].[C:13]([C:17]1[CH:23]=CC(N)=[CH:19][CH:18]=1)([CH3:16])([CH3:15])[CH3:14].N. Product: [C:13]([C:17]1[CH:23]=[CH:11][C:12]([NH:8][C:1]([NH2:3])=[S:2])=[CH:19][CH:18]=1)([CH3:16])([CH3:15])[CH3:14]. (5) Reactant: [C:1]([C:5]1[N:10]=[C:9]([N:11]2[CH2:16][CH2:15][N:14]([CH2:17][CH2:18][CH2:19][CH2:20][NH2:21])[CH2:13][CH2:12]2)[CH:8]=[C:7]([C:22]([F:25])([F:24])[F:23])[N:6]=1)([CH3:4])([CH3:3])[CH3:2].C1N=CN([C:31](N2C=NC=C2)=[O:32])C=1.[Cl:38][C:39]1[CH:40]=[C:41]([N:45]2[CH2:50][CH2:49][NH:48][CH2:47][CH2:46]2)[CH:42]=[CH:43][CH:44]=1. Product: [C:1]([C:5]1[N:10]=[C:9]([N:11]2[CH2:16][CH2:15][N:14]([CH2:17][CH2:18][CH2:19][CH2:20][NH:21][C:31]([N:48]3[CH2:49][CH2:50][N:45]([C:41]4[CH:42]=[CH:43][CH:44]=[C:39]([Cl:38])[CH:40]=4)[CH2:46][CH2:47]3)=[O:32])[CH2:13][CH2:12]2)[CH:8]=[C:7]([C:22]([F:24])([F:25])[F:23])[N:6]=1)([CH3:4])([CH3:2])[CH3:3]. The catalyst class is: 147. (6) Reactant: C(=O)(O[CH:4]1[C:13]2[CH:12]=[C:11]3[O:14][CH:15](CC4C=CC=CC=4)[O:16][C:10]3=[CH:9][C:8]=2[N:7]([C:24](=[O:26])[CH3:25])[CH:6]([CH3:27])[CH2:5]1)N.C([O-])=O.[NH4+:32].[H][H]. Product: [NH2:32][CH:4]1[C:13]2[CH:12]=[C:11]3[O:14][CH2:15][O:16][C:10]3=[CH:9][C:8]=2[N:7]([C:24](=[O:26])[CH3:25])[CH:6]([CH3:27])[CH2:5]1. The catalyst class is: 178. (7) Reactant: C(OC(=O)[NH:10][C:11]([C:14]1[CH:19]=[CH:18][CH:17]=[C:16]([O:20][CH3:21])[CH:15]=1)([CH3:13])[CH3:12])C1C=CC=CC=1. Product: [CH3:21][O:20][C:16]1[CH:15]=[C:14]([C:11]([NH2:10])([CH3:12])[CH3:13])[CH:19]=[CH:18][CH:17]=1. The catalyst class is: 63. (8) Reactant: [C:1]([NH:8][C:9]1[CH:10]=[C:11]([CH:15]=[CH:16][CH:17]=1)[C:12]([OH:14])=O)([O:3][C:4]([CH3:7])([CH3:6])[CH3:5])=[O:2].CN(C(ON1N=NC2C=CC=NC1=2)=[N+](C)C)C.F[P-](F)(F)(F)(F)F.[C:42]1([C@@H:52]([NH2:54])[CH3:53])[C:51]2[C:46](=[CH:47][CH:48]=[CH:49][CH:50]=2)[CH:45]=[CH:44][CH:43]=1.C(N(CC)C(C)C)(C)C. Product: [C:4]([O:3][C:1](=[O:2])[NH:8][C:9]1[CH:17]=[CH:16][CH:15]=[C:11]([C:12](=[O:14])[NH:54][C@H:52]([C:42]2[C:51]3[C:46](=[CH:47][CH:48]=[CH:49][CH:50]=3)[CH:45]=[CH:44][CH:43]=2)[CH3:53])[CH:10]=1)([CH3:5])([CH3:6])[CH3:7]. The catalyst class is: 2. (9) Reactant: Cl[CH:2]([CH:16]1[CH2:21][CH2:20][CH2:19][CH2:18][CH2:17]1)[C:3]1[CH:4]=[C:5]([C:9]2[CH:10]=[CH:11][C:12]([F:15])=NC=2)[O:6][C:7]=1[CH3:8].[NH2:22][C:23]1[CH:28]=[CH:27][C:26]([C:29]([N:31]([CH3:39])[CH2:32][CH2:33][C:34]([O:36]CC)=[O:35])=[O:30])=[CH:25][CH:24]=1.C(=O)([O-])[O-].[Na+].[Na+].[I-].[Na+].[CH3:48][N:49](C)C(=O)C. Product: [CH:16]1([CH:2]([NH:22][C:23]2[CH:24]=[CH:25][C:26]([C:29]([N:31]([CH3:39])[CH2:32][CH2:33][C:34]([OH:36])=[O:35])=[O:30])=[CH:27][CH:28]=2)[C:3]2[CH:4]=[C:5]([C:9]3[CH:10]=[CH:11][C:12]([F:15])=[CH:48][N:49]=3)[O:6][C:7]=2[CH3:8])[CH2:17][CH2:18][CH2:19][CH2:20][CH2:21]1. The catalyst class is: 6. (10) Product: [CH3:1][O:2][C:3]1[CH:8]=[CH:7][C:6]([C:9]2[N:19]3[CH:20]=[CH:21][N:22]=[C:18]3[N:16]=[N:17][C:10]=2[CH3:11])=[C:5]([CH3:14])[CH:4]=1. The catalyst class is: 9. Reactant: [CH3:1][O:2][C:3]1[CH:8]=[CH:7][C:6]([C:9](=O)[C:10](=O)[CH3:11])=[C:5]([CH3:14])[CH:4]=1.Cl.[NH:16]([C:18]1[NH:19][CH:20]=[CH:21][N:22]=1)[NH2:17].